This data is from Forward reaction prediction with 1.9M reactions from USPTO patents (1976-2016). The task is: Predict the product of the given reaction. (1) Given the reactants [S:1]([C:5]1[CH:13]=[CH:12][C:8]([C:9]([OH:11])=[O:10])=[CH:7][CH:6]=1)(=[O:4])(=[O:3])[NH2:2].[CH:14]1([N:17]2[CH2:22][CH2:21][N:20]([C:23]3[CH:28]=[C:27]([CH2:29][N:30]4[C:34]([CH3:35])=[CH:33][C:32]([C:36]5[O:40][N:39]=[C:38]([C:41]6[CH:46]=[CH:45][C:44]([O:47][C:48]([F:51])([F:50])[F:49])=[CH:43][CH:42]=6)[N:37]=5)=[N:31]4)[CH:26]=[CH:25][N:24]=3)[CH2:19][CH2:18]2)[CH2:16][CH2:15]1, predict the reaction product. The product is: [S:1]([C:5]1[CH:6]=[CH:7][C:8]([C:9]([OH:11])=[O:10])=[CH:12][CH:13]=1)(=[O:3])(=[O:4])[NH2:2].[CH:14]1([N:17]2[CH2:22][CH2:21][N:20]([C:23]3[CH:28]=[C:27]([CH2:29][N:30]4[C:34]([CH3:35])=[CH:33][C:32]([C:36]5[O:40][N:39]=[C:38]([C:41]6[CH:46]=[CH:45][C:44]([O:47][C:48]([F:51])([F:49])[F:50])=[CH:43][CH:42]=6)[N:37]=5)=[N:31]4)[CH:26]=[CH:25][N:24]=3)[CH2:19][CH2:18]2)[CH2:16][CH2:15]1. (2) Given the reactants [Br:1][C:2]1[CH:7]=[CH:6][C:5]([OH:8])=[CH:4][CH:3]=1.[CH2:9](Br)[CH:10]1[O:14][CH2:13][CH2:12][CH2:11]1, predict the reaction product. The product is: [O:14]1[CH2:13][CH2:12][CH2:11][CH:10]1[CH2:9][O:8][C:5]1[CH:6]=[CH:7][C:2]([Br:1])=[CH:3][CH:4]=1. (3) Given the reactants [Cl:1][C:2]1[CH:3]=[C:4]([C:12]2[O:16][N:15]=[C:14]([C:17]3[C:27]4[O:26][CH2:25][CH2:24][N:23]([C:28]([O:30][C:31]([CH3:34])([CH3:33])[CH3:32])=[O:29])[CH:22]([CH2:35][C:36]([O:38]CC)=[O:37])[C:21]=4[CH:20]=[CH:19][CH:18]=3)[N:13]=2)[CH:5]=[CH:6][C:7]=1[O:8][CH:9]([CH3:11])[CH3:10].[OH-].[Na+:42], predict the reaction product. The product is: [Na+:42].[Cl:1][C:2]1[CH:3]=[C:4]([C:12]2[O:16][N:15]=[C:14]([C:17]3[C:27]4[O:26][CH2:25][CH2:24][N:23]([C:28]([O:30][C:31]([CH3:32])([CH3:33])[CH3:34])=[O:29])[CH:22]([CH2:35][C:36]([O-:38])=[O:37])[C:21]=4[CH:20]=[CH:19][CH:18]=3)[N:13]=2)[CH:5]=[CH:6][C:7]=1[O:8][CH:9]([CH3:11])[CH3:10]. (4) Given the reactants C(N(CC)CC)C.[OH:8][C@H:9]1[CH2:14][CH2:13][N:12]([C:15]([O:17][C:18]([CH3:21])([CH3:20])[CH3:19])=[O:16])[C@@H:11]([CH3:22])[CH2:10]1.[CH3:23][S:24](Cl)(=[O:26])=[O:25], predict the reaction product. The product is: [CH3:22][C@H:11]1[CH2:10][C@@H:9]([O:8][S:24]([CH3:23])(=[O:26])=[O:25])[CH2:14][CH2:13][N:12]1[C:15]([O:17][C:18]([CH3:21])([CH3:20])[CH3:19])=[O:16]. (5) Given the reactants [Br:1][C:2]1[CH:3]=[C:4]([CH2:8][S:9]([NH:12][CH2:13][C:14]2[CH:19]=[CH:18][C:17]([O:20][CH3:21])=[CH:16][C:15]=2[O:22][CH3:23])(=[O:11])=[O:10])[CH:5]=[CH:6][CH:7]=1.[CH3:24][Li].CI.O, predict the reaction product. The product is: [CH3:23][O:22][C:15]1[CH:16]=[C:17]([O:20][CH3:21])[CH:18]=[CH:19][C:14]=1[CH2:13][NH:12][S:9]([CH:8]([C:4]1[CH:5]=[CH:6][CH:7]=[C:2]([Br:1])[CH:3]=1)[CH3:24])(=[O:10])=[O:11]. (6) Given the reactants [C:1]([O:4][CH2:5][C:6]1[O:10][C:9]([CH:11]=O)=[CH:8][CH:7]=1)(=[O:3])[CH3:2].[NH:13]1[CH2:18][CH2:17][O:16][CH2:15][CH2:14]1.C(O[BH-](OC(=O)C)OC(=O)C)(=O)C.[Na+], predict the reaction product. The product is: [N:13]1([CH2:11][C:9]2[O:10][C:6]([CH2:5][O:4][C:1](=[O:3])[CH3:2])=[CH:7][CH:8]=2)[CH2:18][CH2:17][O:16][CH2:15][CH2:14]1. (7) The product is: [C:12]1([C:18]2([CH2:25][C:26]3[CH:30]=[CH:29][O:28][CH:27]=3)[S:19][CH2:20][CH2:21][CH2:22][S:23]2)[CH:13]=[CH:14][CH:15]=[CH:16][CH:17]=1. Given the reactants CC(C)([O-])C.[Na+].C([Li])CCC.[C:12]1([CH:18]2[S:23][CH2:22][CH2:21][CH2:20][S:19]2)[CH:17]=[CH:16][CH:15]=[CH:14][CH:13]=1.Br[CH2:25][C:26]1[CH:30]=[CH:29][O:28][CH:27]=1, predict the reaction product. (8) The product is: [O:45]1[C:21]2[CH:20]=[CH:19][CH:18]=[CH:17][C:16]=2[N:15]=[C:14]1[NH:13][C@@H:9]1[CH2:10][CH2:11][CH2:12][C@H:8]1[NH:7][C:5](=[O:6])[C:4]1[C:24]([O:28][CH3:29])=[CH:25][CH:26]=[CH:27][C:3]=1[O:2][CH3:1]. Given the reactants [CH3:1][O:2][C:3]1[CH:27]=[CH:26][CH:25]=[C:24]([O:28][CH3:29])[C:4]=1[C:5]([NH:7][C@H:8]1[CH2:12][CH2:11][CH2:10][C@H:9]1[NH:13][C:14]1C=N[C:21]2[C:16](=[CH:17][CH:18]=[CH:19][CH:20]=2)[N:15]=1)=[O:6].Cl.N[C@@H]1CCC[C@H]1NC(=O)C1C([O:45]C)=CC=CC=1OC.ClC1OC2C=CC=CC=2N=1, predict the reaction product.